Dataset: Full USPTO retrosynthesis dataset with 1.9M reactions from patents (1976-2016). Task: Predict the reactants needed to synthesize the given product. (1) The reactants are: [Na+].[C:2]1([CH2:8][C:9]([O:11][CH2:12][C:13]([F:19])([F:18])[S:14]([O-:17])(=[O:16])=[O:15])=[O:10])[CH:7]=[CH:6][CH:5]=[CH:4][CH:3]=1.[Na].FC(F)(F)S([O-])(=O)=O.[C:29]1([CH:35]([SH+:42][C:43]2[CH:48]=[CH:47][CH:46]=[CH:45][CH:44]=2)[C:36]2[CH:41]=[CH:40][CH:39]=[CH:38][CH:37]=2)[CH:34]=[CH:33][CH:32]=[CH:31][CH:30]=1. Given the product [C:36]1([CH:35]([SH+:42][C:43]2[CH:48]=[CH:47][CH:46]=[CH:45][CH:44]=2)[C:29]2[CH:34]=[CH:33][CH:32]=[CH:31][CH:30]=2)[CH:37]=[CH:38][CH:39]=[CH:40][CH:41]=1.[F:19][C:13]([F:18])([S:14]([OH:17])(=[O:16])=[O:15])[CH2:12][O:11][C:9](=[O:10])[CH2:8][C:2]1[CH:7]=[CH:6][CH:5]=[CH:4][CH:3]=1, predict the reactants needed to synthesize it. (2) Given the product [CH3:13][CH2:14][CH2:15][CH2:16][CH2:17][C@H:18]([OH:37])/[CH:19]=[CH:20]/[C@H:21]1[C:25](=[O:26])[CH2:24][C@H:23]([OH:27])[C@@H:22]1[CH2:28]/[CH:29]=[CH:30]\[CH2:31][CH2:32][CH2:33][C:34]([OH:36])=[O:35], predict the reactants needed to synthesize it. The reactants are: C(O)C(N)(CO)CO.Cl.[Mg+2].[Cl-].[Cl-].[CH3:13][CH2:14][CH2:15][CH2:16][CH2:17][C@H:18]([OH:37])/[CH:19]=[CH:20]/[C@H:21]1[C:25](=[O:26])[CH2:24][C@H:23]([OH:27])[C@@H:22]1[CH2:28]/[CH:29]=[CH:30]/[CH2:31][CH2:32][CH2:33][C:34]([OH:36])=[O:35]. (3) Given the product [F:1][C:2]1[CH:11]=[CH:10][C:5]([C:6]2[N:18]=[C:16]([CH:15]=[O:14])[S:17][CH:7]=2)=[CH:4][CH:3]=1, predict the reactants needed to synthesize it. The reactants are: [F:1][C:2]1[CH:11]=[CH:10][C:5]([C:6](=O)[CH2:7]Br)=[CH:4][CH:3]=1.C([O:14][CH:15](OCC)[C:16]([NH2:18])=[S:17])C. (4) Given the product [CH3:1][O:2][C:3]([C:5]1[N:6]([CH2:26][C:27]2[CH:32]=[CH:31][C:30]([S:33]([CH3:36])(=[O:35])=[O:34])=[CH:29][CH:28]=2)[C:7](=[O:25])[C:8]2[C:13]([C:14]=1[C:15]1[CH:20]=[CH:19][CH:18]=[C:17]([C:21](=[O:22])[NH:46][CH2:45][CH2:44][CH2:43][N:37]3[CH2:42][CH2:41][O:40][CH2:39][CH2:38]3)[CH:16]=1)=[CH:12][C:11]([Cl:24])=[CH:10][CH:9]=2)=[O:4], predict the reactants needed to synthesize it. The reactants are: [CH3:1][O:2][C:3]([C:5]1[N:6]([CH2:26][C:27]2[CH:32]=[CH:31][C:30]([S:33]([CH3:36])(=[O:35])=[O:34])=[CH:29][CH:28]=2)[C:7](=[O:25])[C:8]2[C:13]([C:14]=1[C:15]1[CH:20]=[CH:19][CH:18]=[C:17]([C:21](O)=[O:22])[CH:16]=1)=[CH:12][C:11]([Cl:24])=[CH:10][CH:9]=2)=[O:4].[N:37]1([CH2:43][CH2:44][CH2:45][NH2:46])[CH2:42][CH2:41][O:40][CH2:39][CH2:38]1.Cl.C(N=C=NCCCN(C)C)C.O.OC1C2N=NNC=2C=CC=1.